This data is from Full USPTO retrosynthesis dataset with 1.9M reactions from patents (1976-2016). The task is: Predict the reactants needed to synthesize the given product. (1) Given the product [Br:1][C:2]1[CH:3]=[N:4][C:5]2[N:6]([N:8]=[C:9]([C:11]([N:27]3[CH2:26][CH2:25][C:24]4[C:29](=[C:20]([N:14]5[CH2:19][CH2:18][O:17][CH2:16][CH2:15]5)[CH:21]=[CH:22][CH:23]=4)[CH2:28]3)=[O:13])[CH:10]=2)[CH:7]=1, predict the reactants needed to synthesize it. The reactants are: [Br:1][C:2]1[CH:3]=[N:4][C:5]2[N:6]([N:8]=[C:9]([C:11]([OH:13])=O)[CH:10]=2)[CH:7]=1.[N:14]1([C:20]2[CH:21]=[CH:22][CH:23]=[C:24]3[C:29]=2[CH2:28][NH:27][CH2:26][CH2:25]3)[CH2:19][CH2:18][O:17][CH2:16][CH2:15]1. (2) Given the product [CH2:1]([N:8]1[C:20](=[O:21])[CH2:19][O:11][CH2:10][C@H:9]1[C:12]([OH:14])=[O:13])[C:2]1[CH:7]=[CH:6][CH:5]=[CH:4][CH:3]=1, predict the reactants needed to synthesize it. The reactants are: [CH2:1]([NH:8][C@H:9]([C:12]([OH:14])=[O:13])[CH2:10][OH:11])[C:2]1[CH:7]=[CH:6][CH:5]=[CH:4][CH:3]=1.[OH-].[Na+].O.Cl[CH2:19][C:20](Cl)=[O:21].